This data is from Catalyst prediction with 721,799 reactions and 888 catalyst types from USPTO. The task is: Predict which catalyst facilitates the given reaction. (1) Reactant: [Cl:1][C:2]1[CH:3]=[CH:4][C:5]([O:26][CH3:27])=[C:6]([C@@:8]2([F:25])[C:16]3[C:11](=[CH:12][C:13]([C:17]([F:20])([F:19])[F:18])=[CH:14][CH:15]=3)[N:10]([C:21](Cl)=[O:22])[C:9]2=[O:24])[CH:7]=1.[CH2:28]([O:35][C:36](=[O:41])[CH2:37][CH2:38][CH2:39][OH:40])[C:29]1[CH:34]=[CH:33][CH:32]=[CH:31][CH:30]=1. Product: [CH2:28]([O:35][C:36]([CH2:37][CH2:38][CH2:39][O:40][C:21]([N:10]1[C:11]2[C:16](=[CH:15][CH:14]=[C:13]([C:17]([F:19])([F:20])[F:18])[CH:12]=2)[C@@:8]([C:6]2[CH:7]=[C:2]([Cl:1])[CH:3]=[CH:4][C:5]=2[O:26][CH3:27])([F:25])[C:9]1=[O:24])=[O:22])=[O:41])[C:29]1[CH:34]=[CH:33][CH:32]=[CH:31][CH:30]=1. The catalyst class is: 426. (2) Reactant: [CH3:1][O:2][C:3]([N:5]1[CH2:14][CH2:13][C:12]2[N:11]=[C:10]([Cl:15])[CH:9]=[CH:8][C:7]=2[CH2:6]1)=[O:4].CC#N.[OH2:19]. Product: [CH3:1][O:2][C:3]([N:5]1[CH2:14][CH2:13][C:12]2[N:11]=[C:10]([Cl:15])[CH:9]=[CH:8][C:7]=2[C:6]1=[O:19])=[O:4]. The catalyst class is: 53. (3) Reactant: F[C:2]1[CH:3]=[C:4]([CH:18]=[C:19](F)[CH:20]=1)[CH2:5][O:6][N:7]1C(=O)C2=CC=CC=C2C1=O.CO[C:24]1[CH:42]=CC(CON2C(=O)C3=CC=CC=C3C2=O)=C[CH:25]=1.[Cl:43]CCl. Product: [ClH:43].[CH:24]([C:20]1[CH:2]=[CH:3][C:4]([CH2:5][O:6][NH2:7])=[CH:18][CH:19]=1)([CH3:42])[CH3:25]. The catalyst class is: 8. (4) Reactant: [Na].CCO.[C:5]([NH:8][CH:9]([C:15]([O:17][CH2:18][CH3:19])=[O:16])[C:10]([O:12][CH2:13][CH3:14])=[O:11])(=[O:7])[CH3:6].Br[CH2:21][C:22]1[CH:27]=[CH:26][C:25]([CH2:28][CH3:29])=[C:24]([CH2:30][CH3:31])[CH:23]=1. Product: [C:5]([NH:8][C:9]([CH2:21][C:22]1[CH:27]=[CH:26][C:25]([CH2:28][CH3:29])=[C:24]([CH2:30][CH3:31])[CH:23]=1)([C:15]([O:17][CH2:18][CH3:19])=[O:16])[C:10]([O:12][CH2:13][CH3:14])=[O:11])(=[O:7])[CH3:6]. The catalyst class is: 12. (5) Reactant: [C:1]([O:5][C:6]([NH:8][C@@H:9]1[CH2:14][CH2:13][CH2:12][N:11]([C:15]2[N:33]([CH2:34][C:35]3[CH:40]=[CH:39][CH:38]=[CH:37][C:36]=3[Cl:41])[C:18]3[C:19](=[O:32])[N:20]([CH3:31])[C:21]4[CH:22]=[C:23]([C:27]([O:29]C)=[O:28])[CH:24]=[CH:25][C:26]=4[C:17]=3[N:16]=2)[CH2:10]1)=[O:7])([CH3:4])([CH3:3])[CH3:2].[OH-].[Na+]. Product: [C:1]([O:5][C:6]([NH:8][C@@H:9]1[CH2:14][CH2:13][CH2:12][N:11]([C:15]2[N:33]([CH2:34][C:35]3[CH:40]=[CH:39][CH:38]=[CH:37][C:36]=3[Cl:41])[C:18]3[C:19](=[O:32])[N:20]([CH3:31])[C:21]4[CH:22]=[C:23]([C:27]([OH:29])=[O:28])[CH:24]=[CH:25][C:26]=4[C:17]=3[N:16]=2)[CH2:10]1)=[O:7])([CH3:4])([CH3:2])[CH3:3]. The catalyst class is: 8. (6) Reactant: C(N(CC)CC)C.[Br:8][C:9]1[S:13][C:12]([S:14](Cl)(=[O:16])=[O:15])=[CH:11][CH:10]=1.[CH3:18][CH:19]1[NH:24][CH2:23][CH2:22][N:21]([C:25]([C:27]2[CH:32]=[CH:31][CH:30]=[CH:29][CH:28]=2)=[O:26])[CH2:20]1.CO.C(Cl)(Cl)Cl. Product: [Br:8][C:9]1[S:13][C:12]([S:14]([N:24]2[CH2:23][CH2:22][N:21]([C:25]([C:27]3[CH:28]=[CH:29][CH:30]=[CH:31][CH:32]=3)=[O:26])[CH2:20][CH:19]2[CH3:18])(=[O:16])=[O:15])=[CH:11][CH:10]=1. The catalyst class is: 2.